From a dataset of Full USPTO retrosynthesis dataset with 1.9M reactions from patents (1976-2016). Predict the reactants needed to synthesize the given product. (1) Given the product [F:23][C:2]([F:1])([F:22])[C@H:3]1[CH2:4][CH2:5][C@H:6]([NH:9][C:10]([C:11]2[C:12]([F:20])=[CH:13][C:14]3[N:18]([CH3:19])[C:40]([NH:39][C:38]4[C:37]([Cl:42])=[CH:36][CH:35]=[C:26]([CH2:27][NH:28][C:29](=[O:34])[C:30]([CH3:33])([CH3:32])[CH3:31])[C:25]=4[Cl:24])=[N:17][C:15]=3[CH:16]=2)=[O:21])[CH2:7][CH2:8]1, predict the reactants needed to synthesize it. The reactants are: [F:1][C:2]([F:23])([F:22])[C@H:3]1[CH2:8][CH2:7][C@H:6]([NH:9][C:10](=[O:21])[C:11]2[CH:16]=[C:15]([NH2:17])[C:14]([NH:18][CH3:19])=[CH:13][C:12]=2[F:20])[CH2:5][CH2:4]1.[Cl:24][C:25]1[C:38]([N:39]=[C:40]=S)=[C:37]([Cl:42])[CH:36]=[CH:35][C:26]=1[CH2:27][NH:28][C:29](=[O:34])[C:30]([CH3:33])([CH3:32])[CH3:31].CC(C)N=C=NC(C)C. (2) Given the product [CH3:21][O:22][C:23]1[CH:24]=[C:25]([C@H:34]([CH2:33][CH3:32])[C@@H:35]([CH3:36])[CH:37]=[O:38])[CH:26]=[CH:27][CH:28]=1, predict the reactants needed to synthesize it. The reactants are: C1(C2[C@H]3CC[C@@H](C=2)C(C2C=CC=CC=2)=C3)C=CC=CC=1.[CH3:21][O:22][C:23]1[CH:24]=[C:25](B(O)O)[CH:26]=[CH:27][CH:28]=1.[CH3:32][CH2:33]/[CH:34]=[C:35](/[CH:37]=[O:38])\[CH3:36]. (3) Given the product [F:31][C:26]1[C:25]2[C:24](=[O:32])[C:9]3[C:8](=[C:7]([OH:14])[C:6]4[C:11]([C:10]=3[OH:12])=[C:2]([F:1])[C:3]([F:18])=[C:4]([F:17])[C:5]=4[F:16])[C:22](=[O:33])[C:21]=2[C:20]([F:19])=[C:28]([F:29])[C:27]=1[F:30], predict the reactants needed to synthesize it. The reactants are: [F:1][C:2]1[C:11]2[C:6](=[C:7]([O:14]C)[CH:8]=[CH:9][C:10]=2[O:12]C)[C:5]([F:16])=[C:4]([F:17])[C:3]=1[F:18].[F:19][C:20]1[C:28]([F:29])=[C:27]([F:30])[C:26]([F:31])=[C:25]2[C:21]=1[C:22](=[O:33])O[C:24]2=[O:32].[Cl-].[Al+3].[Cl-].[Cl-].[Cl-].[Na+].Cl. (4) Given the product [CH2:1]([O:3][C:4](=[O:24])[C:5]1[CH:10]=[CH:9][CH:8]=[C:7]([S:11][C:12]2[C:20]3[C:15](=[CH:16][C:17]([Cl:21])=[CH:18][CH:19]=3)[N:14]([C:26]3[CH:27]=[N:28][N:29]([CH2:31][CH3:32])[CH:30]=3)[C:13]=2[CH3:22])[C:6]=1[CH3:23])[CH3:2], predict the reactants needed to synthesize it. The reactants are: [CH2:1]([O:3][C:4](=[O:24])[C:5]1[CH:10]=[CH:9][CH:8]=[C:7]([S:11][C:12]2[C:20]3[C:15](=[CH:16][C:17]([Cl:21])=[CH:18][CH:19]=3)[NH:14][C:13]=2[CH3:22])[C:6]=1[CH3:23])[CH3:2].Br[C:26]1[CH:27]=[N:28][N:29]([CH2:31][CH3:32])[CH:30]=1. (5) Given the product [F:9][C:10]1[CH:11]=[CH:12][C:13]([C@@H:16]2[CH2:2][C@H:17]2[C:18]([O:20][CH2:21][CH3:22])=[O:19])=[CH:14][CH:15]=1, predict the reactants needed to synthesize it. The reactants are: [I-].[CH3:2][S+](C)(C)=O.[H-].[Na+].[F:9][C:10]1[CH:15]=[CH:14][C:13](/[CH:16]=[CH:17]/[C:18]([O:20][CH2:21][CH3:22])=[O:19])=[CH:12][CH:11]=1.O. (6) Given the product [Br:1][C:2]1[CH:7]=[CH:6][C:5]([N:8]2[CH2:13][CH2:12][CH:11]([N:16]([CH3:17])[CH3:15])[CH2:10][CH2:9]2)=[CH:4][CH:3]=1, predict the reactants needed to synthesize it. The reactants are: [Br:1][C:2]1[CH:7]=[CH:6][C:5]([N:8]2[CH2:13][CH2:12][C:11](=O)[CH2:10][CH2:9]2)=[CH:4][CH:3]=1.[CH3:15][NH:16][CH3:17].C(O)(=O)C.C(O[BH-](OC(=O)C)OC(=O)C)(=O)C.[Na+]. (7) Given the product [CH3:1][O:2][C:3]([C:5]1[S:22][C:8]2[CH:9]3[CH:13]([CH2:14][C:7]=2[CH:6]=1)[CH2:12][NH:11][CH2:10]3)=[O:4], predict the reactants needed to synthesize it. The reactants are: [CH3:1][O:2][C:3]([C:5]1[S:22][C:8]2[CH:9]3[CH:13]([CH2:14][C:7]=2[CH:6]=1)[CH2:12][N:11](CC1C=CC=CC=1)[CH2:10]3)=[O:4].C([O-])([O-])=O.[K+].[K+].CC(Cl)OC(Cl)=O.